From a dataset of TCR-epitope binding with 47,182 pairs between 192 epitopes and 23,139 TCRs. Binary Classification. Given a T-cell receptor sequence (or CDR3 region) and an epitope sequence, predict whether binding occurs between them. (1) The epitope is QARQMVQAMRTIGTHP. The TCR CDR3 sequence is CASKQGYDSFTGELFF. Result: 1 (the TCR binds to the epitope). (2) The epitope is TAFTIPSI. The TCR CDR3 sequence is CASSQGYANTEAFF. Result: 0 (the TCR does not bind to the epitope). (3) The epitope is LLDFVRFMGV. The TCR CDR3 sequence is CAWSVSASEQFF. Result: 1 (the TCR binds to the epitope). (4) The epitope is KRWIILGLNK. The TCR CDR3 sequence is CASGLVLPVRGREETQYF. Result: 1 (the TCR binds to the epitope).